From a dataset of Forward reaction prediction with 1.9M reactions from USPTO patents (1976-2016). Predict the product of the given reaction. (1) Given the reactants [OH-].[Na+].C(O)C.[CH3:6][C:7]1[CH:15]=[C:14]2[N:10]([CH2:11][CH2:12][C:13]32[O:19][CH2:18][CH2:17][O:16]3)[C:9](=[O:20])[C:8]=1[C:21]#[N:22].[C:23](=O)([O:27]CC)[O:24][CH2:25][CH3:26], predict the reaction product. The product is: [C:21]([C:8]1[C:9](=[O:20])[N:10]2[C:14](=[CH:15][C:7]=1[CH2:6][C:23]([O:24][CH2:25][CH3:26])=[O:27])[C:13]1([O:19][CH2:18][CH2:17][O:16]1)[CH2:12][CH2:11]2)#[N:22]. (2) Given the reactants [C:1]([NH:9][NH2:10])(=[O:8])[C:2]1[CH:7]=[CH:6][N:5]=[CH:4][CH:3]=1.[OH-].[K+:12].[C:13](=[S:15])=[S:14], predict the reaction product. The product is: [C:1]([NH:9][NH:10][C:13]([S-:15])=[S:14])(=[O:8])[C:2]1[CH:7]=[CH:6][N:5]=[CH:4][CH:3]=1.[K+:12]. (3) Given the reactants [F:1][C:2]1[CH:11]=[CH:10][CH:9]=[C:8]2[C:3]=1[C:4](=[O:29])[N:5]([C:23]1[CH:28]=[CH:27][CH:26]=[CH:25][CH:24]=1)[C:6]([C@@H:12]([NH:15]C(=O)OC(C)(C)C)[CH2:13][CH3:14])=[N:7]2.Cl, predict the reaction product. The product is: [NH2:15][C@H:12]([C:6]1[N:5]([C:23]2[CH:24]=[CH:25][CH:26]=[CH:27][CH:28]=2)[C:4](=[O:29])[C:3]2[C:8](=[CH:9][CH:10]=[CH:11][C:2]=2[F:1])[N:7]=1)[CH2:13][CH3:14].